From a dataset of Forward reaction prediction with 1.9M reactions from USPTO patents (1976-2016). Predict the product of the given reaction. Given the reactants Br[C:2]1[C:11]2[C:6](=[CH:7][CH:8]=[CH:9][CH:10]=2)[CH:5]=[N:4][CH:3]=1.[CH3:12][N:13]1[CH:17]=[C:16]([C:18]2[CH:23]=[CH:22][C:21](B3OC(C)(C)C(C)(C)O3)=[CH:20][CH:19]=2)[CH:15]=[N:14]1.C(Cl)Cl.C(=O)([O-])[O-].[Na+].[Na+].O, predict the reaction product. The product is: [CH3:12][N:13]1[CH:17]=[C:16]([C:18]2[CH:19]=[CH:20][C:21]([C:2]3[C:11]4[C:6](=[CH:7][CH:8]=[CH:9][CH:10]=4)[CH:5]=[N:4][CH:3]=3)=[CH:22][CH:23]=2)[CH:15]=[N:14]1.